This data is from Catalyst prediction with 721,799 reactions and 888 catalyst types from USPTO. The task is: Predict which catalyst facilitates the given reaction. (1) The catalyst class is: 3. Reactant: [OH:1][C:2]1[CH:3]=[C:4]2[C:9](=[CH:10][CH:11]=1)[NH:8][C:7](=[O:12])[CH2:6][CH2:5]2.[C:13]([O-])([O-])=O.[K+].[K+].CI. Product: [CH3:13][O:1][C:2]1[CH:3]=[C:4]2[C:9](=[CH:10][CH:11]=1)[NH:8][C:7](=[O:12])[CH2:6][CH2:5]2. (2) Reactant: C(N(CC)CC)C.[Br:8][C:9]1[N:10]=[CH:11][NH:12][CH:13]=1.[C:14](Cl)([C:27]1[CH:32]=[CH:31][CH:30]=[CH:29][CH:28]=1)([C:21]1[CH:26]=[CH:25][CH:24]=[CH:23][CH:22]=1)[C:15]1[CH:20]=[CH:19][CH:18]=[CH:17][CH:16]=1.C(=O)([O-])O.[Na+]. Product: [Br:8][C:9]1[N:10]=[CH:11][N:12]([C:14]([C:15]2[CH:20]=[CH:19][CH:18]=[CH:17][CH:16]=2)([C:27]2[CH:28]=[CH:29][CH:30]=[CH:31][CH:32]=2)[C:21]2[CH:22]=[CH:23][CH:24]=[CH:25][CH:26]=2)[CH:13]=1. The catalyst class is: 4. (3) Reactant: Cl.[NH2:2][C:3]([C@@H:5]1[CH2:9][C@H:8]([F:10])[CH2:7][NH:6]1)=[O:4].[C:11]1([CH2:24][O:25][C:26]([NH:28][C@@H:29]([C@@H:33]([CH3:36])[CH2:34][CH3:35])[C:30](O)=[O:31])=[O:27])[C:23]2[CH2:22][C:21]3[C:16](=[CH:17][CH:18]=[CH:19][CH:20]=3)[C:15]=2[CH:14]=[CH:13][CH:12]=1.O.ON1C2C=CC=CC=2N=N1.Cl.CNC(NC)CCN=C=NCC.C(N(C(C)C)CC)(C)C. Product: [NH2:2][C:3]([C@@H:5]1[CH2:9][C@H:8]([F:10])[CH2:7][N:6]1[C:30](=[O:31])[C@@H:29]([NH:28][C:26]([O:25][CH2:24][C:11]1[C:23]2[CH2:22][C:21]3[C:16](=[CH:17][CH:18]=[CH:19][CH:20]=3)[C:15]=2[CH:14]=[CH:13][CH:12]=1)=[O:27])[C@@H:33]([CH3:36])[CH2:34][CH3:35])=[O:4]. The catalyst class is: 213.